From a dataset of Peptide-MHC class II binding affinity with 134,281 pairs from IEDB. Regression. Given a peptide amino acid sequence and an MHC pseudo amino acid sequence, predict their binding affinity value. This is MHC class II binding data. (1) The peptide sequence is ELQHIILNASYITPY. The MHC is H-2-IAb with pseudo-sequence H-2-IAb. The binding affinity (normalized) is 0. (2) The peptide sequence is SQDLELSWNLNGLQADLSS. The MHC is DRB1_0701 with pseudo-sequence DRB1_0701. The binding affinity (normalized) is 0.